This data is from Forward reaction prediction with 1.9M reactions from USPTO patents (1976-2016). The task is: Predict the product of the given reaction. (1) The product is: [NH2:43][C:39]1[CH:38]=[C:37]([N:44]2[CH2:49][CH2:48][N:47]([C:11]([NH:1][C:2]3[C:3](=[O:9])[N:4]([CH3:8])[CH:5]=[CH:6][CH:7]=3)=[O:12])[CH2:46][CH2:45]2)[C:36]2[C:41](=[CH:42][C:33]([Cl:32])=[CH:34][CH:35]=2)[N:40]=1. Given the reactants [NH2:1][C:2]1[C:3](=[O:9])[N:4]([CH3:8])[CH:5]=[CH:6][CH:7]=1.Cl[C:11](OC1C=CC([N+]([O-])=O)=CC=1)=[O:12].C(N(C(C)C)CC)(C)C.[Cl:32][C:33]1[CH:42]=[C:41]2[C:36]([C:37]([N:44]3[CH2:49][CH2:48][NH:47][CH2:46][CH2:45]3)=[CH:38][C:39]([NH2:43])=[N:40]2)=[CH:35][CH:34]=1, predict the reaction product. (2) Given the reactants Cl[C:2]1[CH:3]=[C:4]([C:17]2[N:22]=[C:21]([CH3:23])[N:20]=[C:19]([N:24](CC3C=CC(OC)=CC=3)CC3C=CC(OC)=CC=3)[N:18]=2)[C:5]([NH:8][C:9]2[CH:10]=[N:11][C:12]([O:15][CH3:16])=[CH:13][CH:14]=2)=[N:6][CH:7]=1.CC1(C)C(C)(C)OB([C:51]2[CH:52]=[N:53][NH:54][CH:55]=2)O1, predict the reaction product. The product is: [CH3:16][O:15][C:12]1[N:11]=[CH:10][C:9]([NH:8][C:5]2[C:4]([C:17]3[N:22]=[C:21]([CH3:23])[N:20]=[C:19]([NH2:24])[N:18]=3)=[CH:3][C:2]([C:51]3[CH:52]=[N:53][NH:54][CH:55]=3)=[CH:7][N:6]=2)=[CH:14][CH:13]=1. (3) Given the reactants [Cl-].[CH3:2][O:3][CH2:4][P+](C1C=CC=CC=1)(C1C=CC=CC=1)C1C=CC=CC=1.CC(C)([O-])C.[K+].[N+:30]([C:33]1[CH:34]=[C:35]([CH:38]=[CH:39][CH:40]=1)[CH:36]=O)([O-:32])=[O:31].[Cl-].[NH4+], predict the reaction product. The product is: [CH3:2][O:3]/[CH:4]=[CH:36]/[C:35]1[CH:38]=[CH:39][CH:40]=[C:33]([N+:30]([O-:32])=[O:31])[CH:34]=1. (4) The product is: [Br:1][C:2]1[CH:3]=[C:4]2[C:9](=[N:10][C:11]=1[O:12][CH2:35][CH3:36])[N:8]([C@@H:13]([CH:23]([CH3:25])[CH3:24])[CH2:14][O:15][Si:16]([C:19]([CH3:22])([CH3:21])[CH3:20])([CH3:18])[CH3:17])[CH:7]=[C:6]([C:26]([O:28][CH2:32][CH3:33])=[O:27])[C:5]2=[O:29]. Given the reactants [Br:1][C:2]1[CH:3]=[C:4]2[C:9](=[N:10][C:11]=1[OH:12])[N:8]([C@@H:13]([CH:23]([CH3:25])[CH3:24])[CH2:14][O:15][Si:16]([C:19]([CH3:22])([CH3:21])[CH3:20])([CH3:18])[CH3:17])[CH:7]=[C:6]([C:26]([OH:28])=[O:27])[C:5]2=[O:29].[H-].[Li+].[CH2:32](I)[CH3:33].[CH3:35][CH2:36]OC(C)=O, predict the reaction product. (5) Given the reactants [CH3:1][C:2]([C:6]1[CH:7]=[C:8]([C:13]2[CH:18]=[CH:17][CH:16]=[C:15]([CH2:19][CH:20]3[S:24][C:23](=S)[NH:22][C:21]3=[O:26])[CH:14]=2)[CH:9]=[CH:10][C:11]=1[OH:12])([CH3:5])[CH2:3][CH3:4].[NH:27]1[CH2:31][CH2:30][CH2:29][CH2:28]1, predict the reaction product. The product is: [CH3:5][C:2]([C:6]1[CH:7]=[C:8]([C:13]2[CH:18]=[CH:17][CH:16]=[C:15]([CH2:19][CH:20]3[S:24][C:23]([N:27]4[CH2:31][CH2:30][CH2:29][CH2:28]4)=[N:22][C:21]3=[O:26])[CH:14]=2)[CH:9]=[CH:10][C:11]=1[OH:12])([CH3:1])[CH2:3][CH3:4]. (6) Given the reactants C1(P(C2C=CC=CC=2)([CH:9]2[C:17]3[C:12](=[CH:13][C:14]([O:18][CH3:19])=[CH:15][CH:16]=3)[C:11](=[O:20])[N:10]2[CH2:21][C:22]2[CH:27]=[CH:26][C:25]([O:28][CH3:29])=[CH:24][CH:23]=2)=O)C=CC=CC=1.[OH-].[Na+].O, predict the reaction product. The product is: [CH3:19][O:18][C:14]1[CH:13]=[C:12]2[C:17]([CH2:9][N:10]([CH2:21][C:22]3[CH:23]=[CH:24][C:25]([O:28][CH3:29])=[CH:26][CH:27]=3)[C:11]2=[O:20])=[CH:16][CH:15]=1. (7) The product is: [OH:40][C:2]1[C:11]2[C:6](=[C:7]([CH3:14])[C:8]([O:12][CH3:13])=[CH:9][CH:10]=2)[N:5]=[C:4]([C:15]2[CH:16]=[N:17][N:18]([CH2:20][CH2:21][CH3:22])[CH:19]=2)[CH:3]=1. Given the reactants Cl[C:2]1[C:11]2[C:6](=[C:7]([CH3:14])[C:8]([O:12][CH3:13])=[CH:9][CH:10]=2)[N:5]=[C:4]([C:15]2[CH:16]=[N:17][N:18]([CH2:20][CH2:21][CH3:22])[CH:19]=2)[CH:3]=1.C(N1C=C(C2C=C([OH:40])C3C(=C(C)C(OC)=CC=3)N=2)C=N1)C, predict the reaction product.